This data is from Forward reaction prediction with 1.9M reactions from USPTO patents (1976-2016). The task is: Predict the product of the given reaction. (1) Given the reactants [CH3:1][O:2][C:3]1[CH:37]=[C:36]([O:38][CH3:39])[CH:35]=[CH:34][C:4]=1[CH2:5][N:6]1[C:14](=[O:15])[NH:13][C:12]2[C:7]1=[N:8][C:9]([C:16]1[C:24]3[C:19](=[N:20][CH:21]=[C:22]([F:25])[CH:23]=3)[N:18]([CH2:26][C:27]3[CH:32]=[CH:31][CH:30]=[CH:29][C:28]=3[F:33])[N:17]=1)=[N:10][CH:11]=2.[CH3:40][S:41]([CH2:44][CH2:45]Br)(=[O:43])=[O:42], predict the reaction product. The product is: [CH3:1][O:2][C:3]1[CH:37]=[C:36]([O:38][CH3:39])[CH:35]=[CH:34][C:4]=1[CH2:5][N:6]1[C:14](=[O:15])[N:13]([CH2:45][CH2:44][S:41]([CH3:40])(=[O:43])=[O:42])[C:12]2[C:7]1=[N:8][C:9]([C:16]1[C:24]3[C:19](=[N:20][CH:21]=[C:22]([F:25])[CH:23]=3)[N:18]([CH2:26][C:27]3[CH:32]=[CH:31][CH:30]=[CH:29][C:28]=3[F:33])[N:17]=1)=[N:10][CH:11]=2. (2) Given the reactants C(CC([C:10]1[CH:11]=[N:12][C:13]([O:16][CH3:17])=[N:14][CH:15]=1)CC(O)=O)(O)=O.F[C:19](F)(F)[C:20]([O:22][C:23](=[O:28])[C:24](F)(F)F)=[O:21].[CH3:31]CCCCCC, predict the reaction product. The product is: [CH3:17][O:16][C:13]1[N:14]=[CH:15][C:10]([CH:24]2[C:23](=[O:28])[O:22][C:20](=[O:21])[CH2:19][CH2:31]2)=[CH:11][N:12]=1.